From a dataset of Experimentally validated miRNA-target interactions with 360,000+ pairs, plus equal number of negative samples. Binary Classification. Given a miRNA mature sequence and a target amino acid sequence, predict their likelihood of interaction. (1) The miRNA is hsa-miR-7977 with sequence UUCCCAGCCAACGCACCA. The protein sequence of the target gene is MSDNKERKSQGFPKEDNQDTSSLADAVEKVAKQQQSQASEIEKNKKVLFNLKNELHELEKEIAAISAETKETERQIYQQDSAIENTKLHCDSLETQIKSLHSENVKLKFDIETAQEDFEEHMIKYNAYYAKIKAHKNSLGEVESKWSFMTELHEKRDFVKKLKTMKEELMQDLQNPGGNRITQVQEDITNLKDKIITVKESIIEKTCFLEEEKKTHEKLRKEIEVQHKRYDAILKRLHCQVNKLQSNRRQWQWNIQQLEKTAAELRKCIGMQE. Result: 1 (interaction). (2) The miRNA is hsa-miR-545-5p with sequence UCAGUAAAUGUUUAUUAGAUGA. The protein sequence of the target gene is MTTSGHACPVPAVNGHMTHYPATPYPLLFPPVIGGLSLPPLHGLHGHPPPSGCSTPSPATIETQSTSSEELVPSPPSPLPPPRVYKPCFVCQDKSSGYHYGVSACEGCKGFFRRSIQKNMIYTCHRDKNCVINKVTRNRCQYCRLQKCFEVGMSKESVRNDRNKKKKETSKQECTESYEMTAELDDLTEKIRKAHQETFPSLCQLGKYTTNSSADHRVRLDLGLWDKFSELATKCIIKIVEFAKRLPGFTGLTIADQITLLKAACLDILILRICTRYTPEQDTMTFSDGLTLNRTQMHNA.... Result: 1 (interaction). (3) The protein sequence of the target gene is MLTRKIKLWDINAHITCRLCSGYLIDATTVTECLHTFCRSCLVKYLEENNTCPTCRIVIHQSHPLQYIGHDRTMQDIVYKLVPGLQEAEMRKQREFYHKLGMEVPGDIKGEACSAKQHLDPRNGETKADDNSNKETAEEKQEEDNDYHRSDEQVSICLECNSSKLRGLKRKWIRCSAQATVLHLKKFIAKKLNLSSFNELDILCNEEILGKDHTLKFVVVTRWRFKKAPLLLHYRPKMDLL. The miRNA is mmu-miR-337-3p with sequence UCAGCUCCUAUAUGAUGCCUUU. Result: 0 (no interaction). (4) The miRNA is hsa-miR-22-3p with sequence AAGCUGCCAGUUGAAGAACUGU. The protein sequence of the target gene is MYGVCGCCGALRPRYKRLVDNIFPEDPEDGLVKTNMEKLTFYALSAPEKLDRIGAYLSERLIRDVGRHRYGYVCIAMEALDQLLMACHCQSINLFVESFLKMVAKLLESEKPNLQILGTNSFVKFANIEEDTPSYHRSYDFFVSRFSEMCHSSHDDLEIKTKIRMSGIKGLQGVVRKTVNDELQANIWDPQHMDKIVPSLLFNLQHVEEAESRSPSPLQAPEKEKESPAELAERCLRELLGRAAFGNIKNAIKPVLIHLDNHSLWEPKVFAIRCFKIIMYSIQPQHSHLVIQQLLGHLDA.... Result: 1 (interaction).